From a dataset of Catalyst prediction with 721,799 reactions and 888 catalyst types from USPTO. Predict which catalyst facilitates the given reaction. Reactant: [C:1]1([CH3:39])[CH:6]=[CH:5][C:4]([N:7]([CH:15]2[CH2:20][CH2:19][N:18]([CH2:21][CH2:22][C:23]3([CH2:29][CH2:30][NH:31]C(=O)OC(C)(C)C)[CH2:28][CH2:27][CH2:26][CH2:25][CH2:24]3)[CH2:17][CH2:16]2)[C:8]([C:10]2[O:11][CH:12]=[CH:13][CH:14]=2)=[O:9])=[CH:3][CH:2]=1.Cl.O1CCOCC1. Product: [NH2:31][CH2:30][CH2:29][C:23]1([CH2:22][CH2:21][N:18]2[CH2:19][CH2:20][CH:15]([N:7]([C:4]3[CH:3]=[CH:2][C:1]([CH3:39])=[CH:6][CH:5]=3)[C:8]([C:10]3[O:11][CH:12]=[CH:13][CH:14]=3)=[O:9])[CH2:16][CH2:17]2)[CH2:28][CH2:27][CH2:26][CH2:25][CH2:24]1. The catalyst class is: 5.